Dataset: Catalyst prediction with 721,799 reactions and 888 catalyst types from USPTO. Task: Predict which catalyst facilitates the given reaction. Reactant: [F:1][C:2]([F:19])([F:18])[CH:3]([NH2:17])[CH2:4][NH:5][C:6]1[N:7]=[CH:8][C:9]2[CH:15]=[N:14][CH:13]=[C:12](I)[C:10]=2[N:11]=1.C([N:27]1[C:35]2[C:30](=[CH:31][CH:32]=[C:33]([C:36]#[N:37])[CH:34]=2)[C:29](B(O)O)=[CH:28]1)(OC(C)(C)C)=O.C1(P(C2CCCCC2)C2C=CC=CC=2C2C(OC)=CC=CC=2OC)CCCCC1.C(=O)([O-])[O-].[K+].[K+].COCCOC.O. Product: [NH2:17][CH:3]([C:2]([F:19])([F:18])[F:1])[CH2:4][NH:5][C:6]1[N:7]=[CH:8][C:9]2[CH:15]=[N:14][CH:13]=[C:12]([C:29]3[C:30]4[C:35](=[CH:34][C:33]([C:36]#[N:37])=[CH:32][CH:31]=4)[NH:27][CH:28]=3)[C:10]=2[N:11]=1. The catalyst class is: 167.